From a dataset of Full USPTO retrosynthesis dataset with 1.9M reactions from patents (1976-2016). Predict the reactants needed to synthesize the given product. (1) The reactants are: S(Cl)([Cl:4])(=O)=O.[CH:6]1([C:9](=[O:16])[CH2:10][C:11]([O:13][CH2:14][CH3:15])=[O:12])[CH2:8][CH2:7]1. Given the product [Cl:4][CH:10]([C:9]([CH:6]1[CH2:8][CH2:7]1)=[O:16])[C:11]([O:13][CH2:14][CH3:15])=[O:12], predict the reactants needed to synthesize it. (2) Given the product [CH2:49]([C:2]1[CH:45]=[CH:44][CH:43]=[CH:42][C:3]=1[CH2:4][C:5]1[S:9][C:8]([C:10]2[CH:41]=[C:13]3[N:14]=[C:15]([CH3:40])[C:16]([C@H:29]([O:35][C:36]([CH3:39])([CH3:38])[CH3:37])[C:30]([O:32][CH2:33][CH3:34])=[O:31])=[C:17]([N:18]4[CH2:23][CH2:22][C:21](/[CH:25]=[CH:26]/[CH:27]=[CH2:28])([CH3:24])[CH2:20][CH2:19]4)[N:12]3[N:11]=2)=[N:7][CH:6]=1)[CH2:48][CH:47]=[CH2:46], predict the reactants needed to synthesize it. The reactants are: Br[C:2]1[CH:45]=[CH:44][CH:43]=[CH:42][C:3]=1[CH2:4][C:5]1[S:9][C:8]([C:10]2[CH:41]=[C:13]3[N:14]=[C:15]([CH3:40])[C:16]([C@H:29]([O:35][C:36]([CH3:39])([CH3:38])[CH3:37])[C:30]([O:32][CH2:33][CH3:34])=[O:31])=[C:17]([N:18]4[CH2:23][CH2:22][C:21](/[CH:25]=[CH:26]/[CH:27]=[CH2:28])([CH3:24])[CH2:20][CH2:19]4)[N:12]3[N:11]=2)=[N:7][CH:6]=1.[CH2:46]([B-](F)(F)F)[CH2:47][CH:48]=[CH2:49].C([O-])([O-])=O.[Cs+].[Cs+].C1(P(C2CCCCC2)C2C=CC=CC=2C2C(OC(C)C)=CC=CC=2OC(C)C)CCCCC1. (3) Given the product [C:32]1([N:31]2[C:14]3[CH:13]=[C:12]([N:11]([C:44]4[CH:49]=[CH:48][CH:47]=[CH:46][CH:45]=4)[C:5]4[CH:10]=[CH:9][CH:8]=[CH:7][CH:6]=4)[CH:17]=[C:16]4[N:18]([C:19]5[CH:24]=[CH:23][CH:22]=[CH:21][CH:20]=5)[C:25]5[CH:30]=[CH:29][CH:28]=[CH:27][C:26]=5[B:1]([C:15]=34)[C:43]3[CH:42]=[CH:41][CH:40]=[CH:39][C:38]2=3)[CH:33]=[CH:34][CH:35]=[CH:36][CH:37]=1, predict the reactants needed to synthesize it. The reactants are: [B:1](Br)(Br)Br.[C:5]1([N:11]([C:44]2[CH:49]=[CH:48][CH:47]=[CH:46][CH:45]=2)[C:12]2[CH:17]=[C:16]([N:18]([C:25]3[CH:30]=[CH:29][CH:28]=[CH:27][CH:26]=3)[C:19]3[CH:24]=[CH:23][CH:22]=[CH:21][CH:20]=3)[CH:15]=[C:14]([N:31]([C:38]3[CH:43]=[CH:42][CH:41]=[CH:40][CH:39]=3)[C:32]3[CH:37]=[CH:36][CH:35]=[CH:34][CH:33]=3)[CH:13]=2)[CH:10]=[CH:9][CH:8]=[CH:7][CH:6]=1.C(C1C=CC=CC=1)(C)(C)C.C(N(CC)C(C)C)(C)C. (4) Given the product [CH2:30]([N:21]1[C:20]2[CH:19]=[CH:18][CH:17]=[C:16]3[C:15](=[O:29])[C:14]4[C:25]([C:23]([C:24]=23)=[N:22]1)=[CH:26][CH:27]=[CH:28][C:13]=4[NH:12][CH2:11][CH2:10][CH2:9][CH2:8][CH2:7][CH2:6][CH2:5][NH2:4])[C:31]1[CH:36]=[CH:35][CH:34]=[CH:33][CH:32]=1, predict the reactants needed to synthesize it. The reactants are: O.[OH-].[Cs+].[NH2:4][CH2:5][CH2:6][CH2:7][CH2:8][CH2:9][CH2:10][CH2:11][NH:12][C:13]1[CH:28]=[CH:27][CH:26]=[C:25]2[C:14]=1[C:15](=[O:29])[C:16]1[C:24]3[C:23]2=[N:22][NH:21][C:20]=3[CH:19]=[CH:18][CH:17]=1.[CH2:30](Br)[C:31]1[CH:36]=[CH:35][CH:34]=[CH:33][CH:32]=1. (5) Given the product [OH:11][CH2:10][CH2:9][O:8][CH2:7][CH2:6][N:1]1[CH:5]=[CH:4][N+:3]([CH2:14][CH2:13][CH2:12][S:16]([O-:18])(=[O:17])=[O:15])=[CH:2]1, predict the reactants needed to synthesize it. The reactants are: [N:1]1([CH2:6][CH2:7][O:8][CH2:9][CH2:10][OH:11])[CH:5]=[CH:4][N:3]=[CH:2]1.[CH2:12]1[S:16](=[O:18])(=[O:17])[O:15][CH2:14][CH2:13]1.